Task: Predict the product of the given reaction.. Dataset: Forward reaction prediction with 1.9M reactions from USPTO patents (1976-2016) (1) Given the reactants [OH-].[Na+].[CH3:3][O:4][C:5]1[CH:10]=[CH:9][C:8]([C:11]2[C:19]3[C:18]([O:20][CH:21]([CH3:26])[CH2:22][CH:23]([OH:25])[CH3:24])=[N:17][CH:16]=[N:15][C:14]=3[O:13][C:12]=2[C:27]2[CH:32]=[CH:31][CH:30]=[CH:29][CH:28]=2)=[CH:7][CH:6]=1.Br[CH2:34][C:35]([O:37][C:38]([CH3:41])([CH3:40])[CH3:39])=[O:36].Cl, predict the reaction product. The product is: [C:38]([O:37][C:35](=[O:36])[CH2:34][O:25][CH:23]([CH3:24])[CH2:22][CH:21]([O:20][C:18]1[C:19]2[C:11]([C:8]3[CH:7]=[CH:6][C:5]([O:4][CH3:3])=[CH:10][CH:9]=3)=[C:12]([C:27]3[CH:32]=[CH:31][CH:30]=[CH:29][CH:28]=3)[O:13][C:14]=2[N:15]=[CH:16][N:17]=1)[CH3:26])([CH3:41])([CH3:40])[CH3:39]. (2) Given the reactants [CH3:1][O:2][C:3](=[O:27])[CH2:4][CH2:5][CH2:6][CH2:7][CH2:8][CH2:9][N:10]1[C:14](=[O:15])[CH2:13][CH2:12][C@@H:11]1/[CH:16]=[CH:17]/[C:18]([C:20]1[CH:25]=[CH:24][CH:23]=[C:22]([Br:26])[CH:21]=1)=[O:19].[BH4-].[Na+].Cl, predict the reaction product. The product is: [CH3:1][O:2][C:3](=[O:27])[CH2:4][CH2:5][CH2:6][CH2:7][CH2:8][CH2:9][N:10]1[C:14](=[O:15])[CH2:13][CH2:12][C@@H:11]1/[CH:16]=[CH:17]/[CH:18]([C:20]1[CH:25]=[CH:24][CH:23]=[C:22]([Br:26])[CH:21]=1)[OH:19]. (3) Given the reactants [Cl:1][C:2]1[CH:3]=[C:4]([CH:9]([NH:11][C:12]2[CH:17]=[C:16]([N:18]3[CH2:23][CH2:22][NH:21][CH2:20][CH2:19]3)[CH:15]=[CH:14][C:13]=2[S:24]([CH3:27])(=[O:26])=[O:25])[CH3:10])[CH:5]=[C:6]([Cl:8])[CH:7]=1.Cl, predict the reaction product. The product is: [ClH:1].[Cl:1][C:2]1[CH:3]=[C:4]([CH:9]([NH:11][C:12]2[CH:17]=[C:16]([N:18]3[CH2:19][CH2:20][NH:21][CH2:22][CH2:23]3)[CH:15]=[CH:14][C:13]=2[S:24]([CH3:27])(=[O:25])=[O:26])[CH3:10])[CH:5]=[C:6]([Cl:8])[CH:7]=1. (4) Given the reactants [NH2:1][CH2:2][CH2:3][O:4][C:5]1([C:20]([OH:22])=O)[CH2:10][CH2:9][N:8]([C:11]2[N:16]=[C:15]([O:17][CH3:18])[CH:14]=[C:13]([CH3:19])[N:12]=2)[CH2:7][CH2:6]1.CCN(C(C)C)C(C)C.C(P1(=O)OP(CCC)(=O)OP(CCC)(=O)O1)CC, predict the reaction product. The product is: [CH3:18][O:17][C:15]1[CH:14]=[C:13]([CH3:19])[N:12]=[C:11]([N:8]2[CH2:9][CH2:10][C:5]3([O:4][CH2:3][CH2:2][NH:1][C:20]3=[O:22])[CH2:6][CH2:7]2)[N:16]=1. (5) Given the reactants [H-].[Na+].[CH2:3]([O:5][C:6]([C:8]1[C:16]2[C:11](=[CH:12][C:13]([Br:18])=[C:14]([OH:17])[CH:15]=2)[N:10]([CH:19]2[CH2:21][CH2:20]2)[C:9]=1[CH3:22])=[O:7])[CH3:4].[CH3:23]I, predict the reaction product. The product is: [CH2:3]([O:5][C:6]([C:8]1[C:16]2[C:11](=[CH:12][C:13]([Br:18])=[C:14]([O:17][CH3:23])[CH:15]=2)[N:10]([CH:19]2[CH2:20][CH2:21]2)[C:9]=1[CH3:22])=[O:7])[CH3:4].